This data is from Full USPTO retrosynthesis dataset with 1.9M reactions from patents (1976-2016). The task is: Predict the reactants needed to synthesize the given product. (1) The reactants are: Cl.[NH:2]1[CH2:7][CH2:6][CH2:5][C@H:4]([OH:8])[CH2:3]1.F[C:10]1[CH:15]=[CH:14][C:13]([N+:16]([O-:18])=[O:17])=[C:12]([O:19][CH3:20])[CH:11]=1.C(=O)([O-])[O-].[K+].[K+]. Given the product [CH3:20][O:19][C:12]1[CH:11]=[C:10]([N:2]2[CH2:7][CH2:6][CH2:5][C@H:4]([OH:8])[CH2:3]2)[CH:15]=[CH:14][C:13]=1[N+:16]([O-:18])=[O:17], predict the reactants needed to synthesize it. (2) Given the product [CH3:20][C:15]1([CH3:19])[CH2:16][C:17](=[O:18])[N:12]([C:9]2[CH:10]=[N:11][C:6]([O:5][C:1]([N:47]3[CH2:48][CH2:49][N:44]([CH2:43][C:38]4[CH:39]=[CH:40][CH:41]=[CH:42][N:37]=4)[CH2:45][CH2:46]3)=[O:2])=[CH:7][CH:8]=2)[C:13](=[O:21])[CH2:14]1, predict the reactants needed to synthesize it. The reactants are: [C:1](Cl)(Cl)=[O:2].[OH:5][C:6]1[N:11]=[CH:10][C:9]([N:12]2[C:17](=[O:18])[CH2:16][C:15]([CH3:20])([CH3:19])[CH2:14][C:13]2=[O:21])=[CH:8][CH:7]=1.C(N(CC)CC)C.N12CCN(CC1)CC2.[N:37]1[CH:42]=[CH:41][CH:40]=[CH:39][C:38]=1[CH2:43][N:44]1[CH2:49][CH2:48][NH:47][CH2:46][CH2:45]1. (3) The reactants are: [CH3:1][C:2]1[N:3]=[C:4]([CH:15]=O)[N:5]([CH2:7][O:8][CH2:9][CH2:10][Si:11]([CH3:14])([CH3:13])[CH3:12])[CH:6]=1.CC1C=CC(S([CH2:27][N+:28]#[C-])(=O)=O)=CC=1.CC([O-])(C)C.[K+]. Given the product [CH3:1][C:2]1[N:3]=[C:4]([CH2:15][C:27]#[N:28])[N:5]([CH2:7][O:8][CH2:9][CH2:10][Si:11]([CH3:14])([CH3:13])[CH3:12])[CH:6]=1, predict the reactants needed to synthesize it. (4) Given the product [CH2:21]([O:20][C:17]1[CH:16]=[CH:15][C:14]([N:11]2[C:12]([CH3:13])=[C:8]([C:6]([OH:7])=[O:5])[CH:9]=[N:10]2)=[CH:19][CH:18]=1)[CH3:22], predict the reactants needed to synthesize it. The reactants are: [OH-].[Na+].C([O:5][C:6]([C:8]1[CH:9]=[N:10][N:11]([C:14]2[CH:19]=[CH:18][C:17]([O:20][CH2:21][CH3:22])=[CH:16][CH:15]=2)[C:12]=1[CH3:13])=[O:7])C.Cl.